This data is from Forward reaction prediction with 1.9M reactions from USPTO patents (1976-2016). The task is: Predict the product of the given reaction. (1) Given the reactants [ClH:1].Cl.[C@H:3]1([CH2:13][N:14]2[CH2:19][CH2:18][CH:17]([NH:20][C:21]([C:23]3[NH:24][C:25]4[C:30]([CH:31]=3)=[C:29]([O:32][CH2:33][C:34]3[C:38]5[C:39]([F:44])=[CH:40][C:41]([F:43])=[CH:42][C:37]=5[O:36][CH:35]=3)[CH:28]=[CH:27][CH:26]=4)=[O:22])[CH2:16][CH2:15]2)[C@@H]2N(CCCC2)CC[CH2:4]1.Cl.Cl.Cl.NC1CCN(C[C@@H]([N:58]2[CH2:63][CH2:62][CH:61]([OH:64])[CH2:60][CH2:59]2)C)CC1, predict the reaction product. The product is: [ClH:1].[ClH:1].[OH:64][CH:61]1[CH2:62][CH2:63][N:58]([C@@H:3]([CH3:4])[CH2:13][N:14]2[CH2:19][CH2:18][CH:17]([NH:20][C:21]([C:23]3[NH:24][C:25]4[C:30]([CH:31]=3)=[C:29]([O:32][CH2:33][C:34]3[C:38]5[C:39]([F:44])=[CH:40][C:41]([F:43])=[CH:42][C:37]=5[O:36][CH:35]=3)[CH:28]=[CH:27][CH:26]=4)=[O:22])[CH2:16][CH2:15]2)[CH2:59][CH2:60]1. (2) Given the reactants [CH2:1]([C:5]1[N:6]=[C:7]([NH2:34])[C:8]2[N:13]([CH2:14][O:15][CH2:16][CH2:17][Si:18]([CH3:21])([CH3:20])[CH3:19])[CH:12]=[C:11]([C:22]#[C:23][CH2:24][CH2:25][CH2:26][CH2:27][N:28]3[CH2:33][CH2:32][CH2:31][CH2:30][CH2:29]3)[C:9]=2[N:10]=1)[CH2:2][CH2:3][CH3:4], predict the reaction product. The product is: [CH2:1]([C:5]1[N:6]=[C:7]([NH2:34])[C:8]2[N:13]([CH2:14][O:15][CH2:16][CH2:17][Si:18]([CH3:21])([CH3:19])[CH3:20])[CH:12]=[C:11]([CH2:22][CH2:23][CH2:24][CH2:25][CH2:26][CH2:27][N:28]3[CH2:33][CH2:32][CH2:31][CH2:30][CH2:29]3)[C:9]=2[N:10]=1)[CH2:2][CH2:3][CH3:4]. (3) Given the reactants Cl.[CH:2]1([NH2:6])[CH2:5][CH2:4][CH2:3]1.[Br:7][C:8]1[CH:9]=[C:10]([S:15](Cl)(=[O:17])=[O:16])[C:11]([Cl:14])=[N:12][CH:13]=1, predict the reaction product. The product is: [Br:7][C:8]1[CH:9]=[C:10]([S:15]([NH:6][CH:2]2[CH2:5][CH2:4][CH2:3]2)(=[O:17])=[O:16])[C:11]([Cl:14])=[N:12][CH:13]=1. (4) Given the reactants [N:1]1[CH:6]=[CH:5][C:4]([N:7]2[CH2:12][CH2:11][CH:10]([C:13]([OH:15])=O)[CH2:9][CH2:8]2)=[CH:3][CH:2]=1.S(Cl)([Cl:18])=O.C(N(CC)CC)C.Cl.[Cl:28][C:29]1[CH:30]=[C:31]2[C:35](=[CH:36][CH:37]=1)[NH:34][C:33]([C:38]([NH:40][C@@H:41]1[CH2:46][CH2:45][CH2:44][CH2:43][C@@H:42]1[NH2:47])=[O:39])=[CH:32]2, predict the reaction product. The product is: [ClH:18].[Cl:28][C:29]1[CH:30]=[C:31]2[C:35](=[CH:36][CH:37]=1)[NH:34][C:33]([C:38]([NH:40][C@@H:41]1[CH2:46][CH2:45][CH2:44][CH2:43][C@@H:42]1[NH:47][C:13]([CH:10]1[CH2:9][CH2:8][N:7]([C:4]3[CH:3]=[CH:2][N:1]=[CH:6][CH:5]=3)[CH2:12][CH2:11]1)=[O:15])=[O:39])=[CH:32]2. (5) Given the reactants [NH:1]([C:9]([O:11][C:12]([CH3:15])([CH3:14])[CH3:13])=[O:10])[C@H:2]([C:6]([OH:8])=O)[CH:3]([CH3:5])[CH3:4].CCN(C(C)C)C(C)C.CN(C(ON1N=NC2C=CC=NC1=2)=[N+](C)C)C.F[P-](F)(F)(F)(F)F.[CH2:49]([O:56][C:57]([N:59]1[CH2:64][CH2:63][NH:62][CH2:61][CH2:60]1)=[O:58])[C:50]1[CH:55]=[CH:54][CH:53]=[CH:52][CH:51]=1, predict the reaction product. The product is: [CH2:49]([O:56][C:57]([N:59]1[CH2:64][CH2:63][N:62]([C:6](=[O:8])[C@@H:2]([NH:1][C:9]([O:11][C:12]([CH3:15])([CH3:14])[CH3:13])=[O:10])[CH:3]([CH3:4])[CH3:5])[CH2:61][CH2:60]1)=[O:58])[C:50]1[CH:55]=[CH:54][CH:53]=[CH:52][CH:51]=1. (6) Given the reactants [CH2:1]([O:7][C:8]1[CH:15]=[CH:14][C:11]([CH:12]=O)=[CH:10][CH:9]=1)[CH2:2][CH2:3][CH2:4][C:5]#[CH:6].[OH:16][C:17]1[CH:22]=[CH:21][C:20]([CH2:23][CH3:24])=[CH:19][C:18]=1[C:25](=[O:27])[CH3:26], predict the reaction product. The product is: [CH2:23]([C:20]1[CH:21]=[CH:22][C:17]([OH:16])=[C:18]([C:25](=[O:27])[CH:26]=[CH:12][C:11]2[CH:14]=[CH:15][C:8]([O:7][CH2:1][CH2:2][CH2:3][CH2:4][C:5]#[CH:6])=[CH:9][CH:10]=2)[CH:19]=1)[CH3:24].